From a dataset of Full USPTO retrosynthesis dataset with 1.9M reactions from patents (1976-2016). Predict the reactants needed to synthesize the given product. Given the product [Br:84][C:81]1[N:80]=[C:79]([C:85](=[O:86])[NH:87][CH3:88])[C:78]([NH:77][C:51]2[C:56]([C:57]([F:60])([F:59])[F:58])=[CH:55][N:54]=[C:53]([NH:61][C:62]3[CH:74]=[CH:73][C:65]([CH2:66][CH2:67][PH:68](=[O:72])[O:69][CH2:70][CH3:71])=[CH:64][C:63]=3[O:75][CH3:76])[N:52]=2)=[CH:83][CH:82]=1, predict the reactants needed to synthesize it. The reactants are: OCCCN1C=C(C2C=CC(NC3C(C(F)(F)F)=CN=C(NC4C=CC(CP(=O)(OCC)OCC)=CC=4OC)N=3)=C3C=2CN(C)C3=O)C=N1.Cl[C:51]1[C:56]([C:57]([F:60])([F:59])[F:58])=[CH:55][N:54]=[C:53]([NH:61][C:62]2[CH:74]=[CH:73][C:65]([CH2:66][CH2:67][PH:68](=[O:72])[O:69][CH2:70][CH3:71])=[CH:64][C:63]=2[O:75][CH3:76])[N:52]=1.[NH2:77][C:78]1[C:79]([C:85]([NH:87][CH3:88])=[O:86])=[N:80][C:81]([Br:84])=[CH:82][CH:83]=1.